Dataset: Reaction yield outcomes from USPTO patents with 853,638 reactions. Task: Predict the reaction yield, written as a fraction of the theoretical maximum amount of product (1.0 means a 100% yield; for example, 0.34 means a 34% yield). (1) The reactants are [CH3:1][C:2]1[CH:3]=[C:4]2[C:9](=[CH:10][CH:11]=1)[CH:8]=[C:7](C1C=CC=CC=1C=O)[CH:6]=[CH:5]2.[Cl-].COC[P+]([C:37]1[CH:42]=[CH:41][CH:40]=[CH:39][CH:38]=1)([C:37]1[CH:42]=[CH:41][CH:40]=[CH:39][CH:38]=1)[C:37]1[CH:42]=[CH:41][CH:40]=[CH:39][CH:38]=1.C(O[K])CCC.[O:49]1[CH2:53]C[CH2:51][CH2:50]1. The product is [CH3:53][O:49][CH:50]=[CH:51][C:37]1[CH:38]=[CH:39][CH:40]=[CH:41][C:42]=1[C:7]1[CH:6]=[CH:5][C:4]2[C:9](=[CH:10][CH:11]=[C:2]([CH3:1])[CH:3]=2)[CH:8]=1. The yield is 0.840. No catalyst specified. (2) The reactants are [F:1][C:2]([F:11])([F:10])[C:3]1[CH:8]=[CH:7][CH:6]=[CH:5][C:4]=1[OH:9].Cl[C:13]([O:15][CH2:16][CH3:17])=[O:14].C(N(CC)CC)C. The catalyst is C(OCC)(=O)C. The product is [C:13](=[O:14])([O:9][C:4]1[CH:5]=[CH:6][CH:7]=[CH:8][C:3]=1[C:2]([F:10])([F:11])[F:1])[O:15][CH2:16][CH3:17]. The yield is 0.910. (3) The reactants are [CH2:1]([O:8][C:9]1[CH:27]=[CH:26][C:12]([NH:13][CH2:14][C:15]2[CH:25]=[CH:24][C:18]3[N:19]=[C:20]([S:22][CH3:23])[S:21][C:17]=3[CH:16]=2)=[C:11]([N+:28]([O-])=O)[CH:10]=1)[C:2]1[CH:7]=[CH:6][CH:5]=[CH:4][CH:3]=1.CC(O)=O.CO. The catalyst is [Zn].C(Cl)Cl. The product is [CH2:1]([O:8][C:9]1[CH:10]=[C:11]([NH2:28])[C:12]([NH:13][CH2:14][C:15]2[CH:25]=[CH:24][C:18]3[N:19]=[C:20]([S:22][CH3:23])[S:21][C:17]=3[CH:16]=2)=[CH:26][CH:27]=1)[C:2]1[CH:3]=[CH:4][CH:5]=[CH:6][CH:7]=1. The yield is 0.950. (4) The reactants are [OH:1][C:2]1[CH:10]=[CH:9][C:5]([CH2:6][CH2:7][OH:8])=[CH:4][CH:3]=1.C(=O)([O-])[O-].[Cs+].[Cs+].CC1C=CC(OS(O[CH2:27][CH2:28][O:29][CH2:30][CH2:31][NH:32][C:33](=[O:39])[O:34][C:35]([CH3:38])([CH3:37])[CH3:36])(=O)=O)=CC=1. The catalyst is CN(C=O)C. The product is [OH:8][CH2:7][CH2:6][C:5]1[CH:9]=[CH:10][C:2]([O:1][CH2:27][CH2:28][O:29][CH2:30][CH2:31][NH:32][C:33](=[O:39])[O:34][C:35]([CH3:38])([CH3:37])[CH3:36])=[CH:3][CH:4]=1. The yield is 1.00. (5) The product is [C:2]1([C:21]2[CH2:22][CH2:23][C:19](=[O:18])[CH:20]=2)[C:11]2[C:6](=[CH:7][CH:8]=[CH:9][CH:10]=2)[CH:5]=[CH:4][CH:3]=1. The reactants are I[C:2]1[C:11]2[C:6](=[CH:7][CH:8]=[CH:9][CH:10]=2)[CH:5]=[CH:4][CH:3]=1.C([Li])CCC.C[O:18][C:19]1[CH2:23][CH2:22][C:21](=O)[CH:20]=1. The catalyst is O1CCCC1. The yield is 0.490. (6) The reactants are [NH2:1][C:2]1[N:7]=[CH:6][N:5]=[C:4]2[N:8]([CH2:25][C@@H:26]3[CH2:30][CH2:29][CH2:28][N:27]3[C:31](=[O:35])[CH2:32][C:33]#[N:34])[N:9]=[C:10]([C:11]3[CH:16]=[CH:15][C:14]([O:17][C:18]4[CH:23]=[CH:22][CH:21]=[CH:20][CH:19]=4)=[CH:13][C:12]=3[F:24])[C:3]=12.[CH:36]1([NH:39][C:40]([CH3:44])([CH3:43])[CH:41]=O)[CH2:38][CH2:37]1. The catalyst is N1CCCCC1.CC#N. The product is [NH2:1][C:2]1[N:7]=[CH:6][N:5]=[C:4]2[N:8]([CH2:25][C@@H:26]3[CH2:30][CH2:29][CH2:28][N:27]3[C:31]([C:32](=[CH:41][C:40]([NH:39][CH:36]3[CH2:38][CH2:37]3)([CH3:44])[CH3:43])[C:33]#[N:34])=[O:35])[N:9]=[C:10]([C:11]3[CH:16]=[CH:15][C:14]([O:17][C:18]4[CH:19]=[CH:20][CH:21]=[CH:22][CH:23]=4)=[CH:13][C:12]=3[F:24])[C:3]=12. The yield is 0.270. (7) The reactants are [C:1]([O:5][C:6]([N:8]1[CH2:13][CH2:12][NH:11][CH2:10][CH2:9]1)=[O:7])([CH3:4])([CH3:3])[CH3:2].[CH2:14](Br)[C:15]#[CH:16].C(=O)([O-])[O-].[K+].[K+]. The catalyst is C(#N)C.ClCCl. The product is [C:1]([O:5][C:6]([N:8]1[CH2:13][CH2:12][N:11]([CH2:16][C:15]#[CH:14])[CH2:10][CH2:9]1)=[O:7])([CH3:4])([CH3:2])[CH3:3]. The yield is 0.460.